From a dataset of Full USPTO retrosynthesis dataset with 1.9M reactions from patents (1976-2016). Predict the reactants needed to synthesize the given product. (1) Given the product [Cl:22][C:19]1[CH:18]=[CH:17][C:16]([C:15]2[CH:14]=[CH:13][N:12]3[C:23](=[O:37])[N:24]([CH2:26][C:27]4[CH:28]=[N:29][C:30]([C:33]([F:35])([F:34])[F:36])=[CH:31][CH:32]=4)[N:25]=[C:11]3[C:10]=2[C:7]2[CH:8]=[CH:9][C:4]([C:1](=[N:39][OH:40])[CH3:2])=[CH:5][CH:6]=2)=[CH:21][CH:20]=1, predict the reactants needed to synthesize it. The reactants are: [C:1]([C:4]1[CH:9]=[CH:8][C:7]([C:10]2[C:11]3[N:12]([C:23](=[O:37])[N:24]([CH2:26][C:27]4[CH:28]=[N:29][C:30]([C:33]([F:36])([F:35])[F:34])=[CH:31][CH:32]=4)[N:25]=3)[CH:13]=[CH:14][C:15]=2[C:16]2[CH:21]=[CH:20][C:19]([Cl:22])=[CH:18][CH:17]=2)=[CH:6][CH:5]=1)(=O)[CH3:2].Cl.[NH2:39][OH:40]. (2) Given the product [F:11][C:12]1[CH:19]=[CH:18][CH:17]=[C:16]([Cl:20])[C:13]=1[C:14]1[NH:1][N:2]=[C:3]([C:5]2[CH:10]=[CH:9][CH:8]=[CH:7][N:6]=2)[N:4]=1, predict the reactants needed to synthesize it. The reactants are: [NH2:1][NH:2][C:3]([C:5]1[CH:10]=[CH:9][CH:8]=[CH:7][N:6]=1)=[NH:4].[F:11][C:12]1[CH:19]=[CH:18][CH:17]=[C:16]([Cl:20])[C:13]=1[CH:14]=O. (3) Given the product [CH2:25]([CH:22]([CH2:23][CH3:24])[C:21]([N:18]1[CH2:17][CH2:16][CH:15]([NH:14][C:10]([NH:9][C:6]2[CH:5]=[CH:4][C:3]([C:2]([F:12])([F:13])[F:1])=[CH:8][CH:7]=2)=[O:11])[CH2:20][CH2:19]1)=[O:27])[CH3:26], predict the reactants needed to synthesize it. The reactants are: [F:1][C:2]([F:13])([F:12])[C:3]1[CH:8]=[CH:7][C:6]([N:9]=[C:10]=[O:11])=[CH:5][CH:4]=1.[NH2:14][CH:15]1[CH2:20][CH2:19][N:18]([C:21](=[O:27])[CH:22]([CH2:25][CH3:26])[CH2:23][CH3:24])[CH2:17][CH2:16]1.C(C(CC)C(O)=O)C.Cl. (4) Given the product [OH:8][CH:1]([C:2]1[CH:3]=[CH:4][CH:5]=[CH:6][CH:7]=1)[C:9]1[CH:14]=[CH:13][C:12]([C:15]2[N:19]([CH3:20])[C:18]([C:21]#[N:22])=[CH:17][CH:16]=2)=[CH:11][CH:10]=1, predict the reactants needed to synthesize it. The reactants are: [C:1]([C:9]1[CH:14]=[CH:13][C:12]([C:15]2[N:19]([CH3:20])[C:18]([C:21]#[N:22])=[CH:17][CH:16]=2)=[CH:11][CH:10]=1)(=[O:8])[C:2]1[CH:7]=[CH:6][CH:5]=[CH:4][CH:3]=1.[BH4-].[Na+]. (5) Given the product [F:23][C:19]1[CH:18]=[C:17]([CH:22]=[CH:21][CH:20]=1)[CH2:16][N:14]1[CH:15]=[C:11]([C:10]2[C:4]3[C:5](=[N:6][CH:7]=[C:2]([C:42]4[CH:43]=[CH:44][C:45]([N:48]5[CH2:49][CH2:50][N:51]([C:54]([O:56][C:57]([CH3:60])([CH3:59])[CH3:58])=[O:55])[CH2:52][CH2:53]5)=[CH:46][CH:47]=4)[CH:3]=3)[N:8]([S:24]([C:27]3[CH:33]=[CH:32][C:30]([CH3:31])=[CH:29][CH:28]=3)(=[O:26])=[O:25])[CH:9]=2)[CH:12]=[N:13]1, predict the reactants needed to synthesize it. The reactants are: Br[C:2]1[CH:3]=[C:4]2[C:10]([C:11]3[CH:12]=[N:13][N:14]([CH2:16][C:17]4[CH:22]=[CH:21][CH:20]=[C:19]([F:23])[CH:18]=4)[CH:15]=3)=[CH:9][N:8]([S:24]([C:27]3[CH:33]=[CH:32][C:30]([CH3:31])=[CH:29][CH:28]=3)(=[O:26])=[O:25])[C:5]2=[N:6][CH:7]=1.CC1(C)C(C)(C)OB([C:42]2[CH:47]=[CH:46][C:45]([N:48]3[CH2:53][CH2:52][N:51]([C:54]([O:56][C:57]([CH3:60])([CH3:59])[CH3:58])=[O:55])[CH2:50][CH2:49]3)=[CH:44][CH:43]=2)O1.C(=O)([O-])[O-].[Na+].[Na+]. (6) Given the product [CH:1]1[C:9]2[C:8]3[CH2:10][CH2:11][CH2:12][CH2:13][C:7]=3[O:6][C:5]=2[CH:4]=[CH:3][C:2]=1[NH:14][C:25]([C:15]12[CH2:24][CH:19]3[CH2:18][CH:17]([CH2:23][CH:21]([CH2:20]3)[CH2:22]1)[CH2:16]2)=[O:26], predict the reactants needed to synthesize it. The reactants are: [CH2:1]1[C:9]2[C:8]3[CH:10]=[CH:11][CH:12]=[CH:13][C:7]=3[O:6][C:5]=2[CH2:4][CH2:3][CH:2]1[NH2:14].[C:15]12([C:25](Cl)=[O:26])[CH2:24][CH:19]3[CH2:20][CH:21]([CH2:23][CH:17]([CH2:18]3)[CH2:16]1)[CH2:22]2.C(N(CC)CC)C. (7) Given the product [Cl:1][C:2]1[CH:7]=[CH:6][C:5]([CH3:8])=[CH:4][C:3]=1[NH:9][C:10]1[N:15]2[N:16]=[CH:17][C:18]([C:19]([O:21][CH2:22][CH3:23])=[O:20])=[C:14]2[N:13]=[CH:12][C:11]=1[C:24]([N:38]1[CH2:39][CH2:40][C:35]2([C:32]3[CH:33]=[CH:34][C:29]([F:28])=[CH:30][C:31]=3[O:42][CH2:41]2)[CH2:36][CH2:37]1)=[O:26], predict the reactants needed to synthesize it. The reactants are: [Cl:1][C:2]1[CH:7]=[CH:6][C:5]([CH3:8])=[CH:4][C:3]=1[NH:9][C:10]1[N:15]2[N:16]=[CH:17][C:18]([C:19]([O:21][CH2:22][CH3:23])=[O:20])=[C:14]2[N:13]=[CH:12][C:11]=1[C:24]([OH:26])=O.Cl.[F:28][C:29]1[CH:34]=[CH:33][C:32]2[C:35]3([CH2:41][O:42][C:31]=2[CH:30]=1)[CH2:40][CH2:39][NH:38][CH2:37][CH2:36]3. (8) Given the product [F:25][C:21]1[CH:20]=[C:19]2[C:24]([C:16](=[C:12]3[C:13]4[C:9](=[CH:8][C:7]([NH:6][CH3:5])=[CH:15][CH:14]=4)[CH2:10][O:11]3)[C:17](=[O:26])[NH:18]2)=[CH:23][CH:22]=1, predict the reactants needed to synthesize it. The reactants are: COC1C=C(OC)C=CC=1[CH2:5][N:6](C)[C:7]1[CH:8]=[C:9]2[C:13](=[CH:14][CH:15]=1)[C:12](=[C:16]1[C:24]3[C:19](=[CH:20][C:21]([F:25])=[CH:22][CH:23]=3)[NH:18][C:17]1=[O:26])[O:11][CH2:10]2.FC(F)(F)C(O)=O.CO. (9) Given the product [CH:1]1([C:7]2[CH:8]=[CH:9][C:10]([N:13]3[CH:18]=[CH:17][C:35](=[O:36])[C:15]([C:20]4[N:33]([C:27]5[CH:32]=[CH:31][CH:30]=[CH:29][CH:28]=5)[N:23]=[CH:22][CH:21]=4)=[N:14]3)=[CH:11][CH:12]=2)[CH2:2][CH2:3][CH2:4][CH2:5][CH2:6]1, predict the reactants needed to synthesize it. The reactants are: [CH:1]1([C:7]2[CH:12]=[CH:11][C:10]([N:13]3[CH:18]=[CH:17]C(=O)[C:15]([C:20](=O)[CH:21]=[CH:22][N:23](C)C)=[N:14]3)=[CH:9][CH:8]=2)[CH2:6][CH2:5][CH2:4][CH2:3][CH2:2]1.[C:27]1([NH:33]N)[CH:32]=[CH:31][CH:30]=[CH:29][CH:28]=1.[CH3:35][OH:36].